This data is from Reaction yield outcomes from USPTO patents with 853,638 reactions. The task is: Predict the reaction yield, written as a fraction of the theoretical maximum amount of product (1.0 means a 100% yield; for example, 0.34 means a 34% yield). The reactants are [CH2:1]1[CH2:6][C@H:5]([C:7]([OH:9])=[O:8])[CH2:4][CH2:3][C@H:2]1[CH2:10][NH2:11].[C:12]([O:20][CH:21]([O:24][C:25](ON1C(=O)CCC1=O)=[O:26])[CH2:22][CH3:23])(=[O:19])[C:13]1[CH:18]=[CH:17][CH:16]=[CH:15][CH:14]=1. The catalyst is CC(OC)(C)C.CC(C)=O.O. The product is [C:12]([O:20][CH:21]([O:24][C:25]([NH:11][CH2:10][C@H:2]1[CH2:3][CH2:4][C@H:5]([C:7]([OH:9])=[O:8])[CH2:6][CH2:1]1)=[O:26])[CH2:22][CH3:23])(=[O:19])[C:13]1[CH:18]=[CH:17][CH:16]=[CH:15][CH:14]=1. The yield is 0.930.